This data is from Catalyst prediction with 721,799 reactions and 888 catalyst types from USPTO. The task is: Predict which catalyst facilitates the given reaction. (1) Product: [Br:10][C:11]1[CH:16]=[CH:15][C:14]([O:17][C:2]2[CH:7]=[C:6]([CH3:8])[N:5]=[C:4]([CH3:9])[CH:3]=2)=[CH:13][C:12]=1[F:18]. Reactant: Br[C:2]1[CH:7]=[C:6]([CH3:8])[N:5]=[C:4]([CH3:9])[CH:3]=1.[Br:10][C:11]1[CH:16]=[CH:15][C:14]([OH:17])=[CH:13][C:12]=1[F:18].C(=O)([O-])[O-].[K+].[K+]. The catalyst class is: 25. (2) Reactant: [NH:1]1[CH2:10][CH2:9][CH:4]([C:5]([O:7][CH3:8])=O)[CH2:3][CH2:2]1.[C:11](C1NC=CN=1)(C1NC=CN=1)=[S:12].[OH2:23].[NH2:24][NH2:25].[Cl-].[Na+]. Product: [NH:24]([C:11]([N:1]1[CH2:10][CH2:9][CH:4]([C:5]([O:7][CH3:8])=[O:23])[CH2:3][CH2:2]1)=[S:12])[NH2:25]. The catalyst class is: 7. (3) Reactant: Cl[C:2]1[CH:3]=[C:4]([NH:12][C:13]2[CH:18]=[CH:17][C:16]([N:19]3[CH2:24][CH2:23][N:22]([CH:25]4[CH2:28][O:27][CH2:26]4)[CH2:21][CH2:20]3)=[CH:15][N:14]=2)[C:5]2[N:9]=[CH:8][N:7]([CH3:10])[C:6]=2[CH:11]=1.C([O:32][CH2:33][C:34]1[C:39](B2OC(C)(C)C(C)(C)O2)=[CH:38][C:37]([F:49])=[CH:36][C:35]=1[N:50]1[CH2:62][CH2:61][N:53]2[C:54]3[CH2:55][CH2:56][CH2:57][CH2:58][C:59]=3[CH:60]=[C:52]2[C:51]1=[O:63])(=O)C.C(=O)([O-])[O-].[K+].[K+].C1(P(C2CCCCC2)C2CCCCC2)CCCCC1. Product: [F:49][C:37]1[CH:38]=[C:39]([C:2]2[CH:3]=[C:4]([NH:12][C:13]3[CH:18]=[CH:17][C:16]([N:19]4[CH2:20][CH2:21][N:22]([CH:25]5[CH2:26][O:27][CH2:28]5)[CH2:23][CH2:24]4)=[CH:15][N:14]=3)[C:5]3[N:9]=[CH:8][N:7]([CH3:10])[C:6]=3[CH:11]=2)[C:34]([CH2:33][OH:32])=[C:35]([N:50]2[CH2:62][CH2:61][N:53]3[C:54]4[CH2:55][CH2:56][CH2:57][CH2:58][C:59]=4[CH:60]=[C:52]3[C:51]2=[O:63])[CH:36]=1. The catalyst class is: 110. (4) The catalyst class is: 87. Product: [F:1][C:2]1[CH:45]=[CH:44][C:43]([F:46])=[CH:42][C:3]=1[CH2:4][N:5]1[CH:9]=[C:8]([C:10]2[C:18]3[C:13](=[N:14][CH:15]=[C:16]([C:19]4[CH:20]=[CH:21][C:22]([O:30][CH3:31])=[C:23]([NH:25][S:26]([CH3:29])(=[O:28])=[O:27])[CH:24]=4)[CH:17]=3)[NH:12][CH:11]=2)[CH:7]=[N:6]1. Reactant: [F:1][C:2]1[CH:45]=[CH:44][C:43]([F:46])=[CH:42][C:3]=1[CH2:4][N:5]1[CH:9]=[C:8]([C:10]2[C:18]3[C:13](=[N:14][CH:15]=[C:16]([C:19]4[CH:20]=[CH:21][C:22]([O:30][CH3:31])=[C:23]([NH:25][S:26]([CH3:29])(=[O:28])=[O:27])[CH:24]=4)[CH:17]=3)[N:12](S(C3C=CC(C)=CC=3)(=O)=O)[CH:11]=2)[CH:7]=[N:6]1.[OH-].[Li+]. (5) Reactant: Br[CH2:2][C:3]1[CH:8]=[CH:7][C:6]([C:9]2[O:10][C:11]3[CH:17]=[CH:16][CH:15]=[CH:14][C:12]=3[N:13]=2)=[CH:5][C:4]=1[O:18][CH3:19].[N:20]1[CH:25]=[CH:24][CH:23]=[C:22](B(O)O)[CH:21]=1.C([O-])([O-])=O.[K+].[K+].COCCOC. Product: [CH3:19][O:18][C:4]1[CH:5]=[C:6]([C:9]2[O:10][C:11]3[CH:17]=[CH:16][CH:15]=[CH:14][C:12]=3[N:13]=2)[CH:7]=[CH:8][C:3]=1[CH2:2][C:22]1[CH:21]=[N:20][CH:25]=[CH:24][CH:23]=1. The catalyst class is: 103. (6) Reactant: [F:1][C:2]([F:22])([C:16]1[CH:21]=[CH:20][CH:19]=[CH:18][CH:17]=1)[CH2:3][O:4][C:5]1[CH:10]=[CH:9][C:8]([CH2:11][C:12]([CH3:15])(O)[CH3:13])=[CH:7][CH:6]=1.[NH2:23]C(N)=S.C(O)(=O)C.[OH-].[Na+]. Product: [F:1][C:2]([F:22])([C:16]1[CH:21]=[CH:20][CH:19]=[CH:18][CH:17]=1)[CH2:3][O:4][C:5]1[CH:10]=[CH:9][C:8]([CH2:11][C:12]([NH2:23])([CH3:15])[CH3:13])=[CH:7][CH:6]=1. The catalyst class is: 511. (7) The catalyst class is: 100. Product: [Cl:1][C:2]1[CH:7]=[C:6]([NH:8][CH:9]2[CH2:14][CH2:13][N:12]([CH:35]3[CH2:36][O:33][CH2:34]3)[CH2:11][CH2:10]2)[C:5]([C:15]#[N:16])=[CH:4][C:3]=1[NH:17][C:18]1[N:23]=[C:22]([NH:24][CH:25]2[CH2:26][CH2:27]2)[C:21]2=[N:28][CH:29]=[C:30]([C:31]#[N:32])[N:20]2[N:19]=1. Reactant: [Cl:1][C:2]1[CH:7]=[C:6]([NH:8][CH:9]2[CH2:14][CH2:13][NH:12][CH2:11][CH2:10]2)[C:5]([C:15]#[N:16])=[CH:4][C:3]=1[NH:17][C:18]1[N:23]=[C:22]([NH:24][CH:25]2[CH2:27][CH2:26]2)[C:21]2=[N:28][CH:29]=[C:30]([C:31]#[N:32])[N:20]2[N:19]=1.[O:33]1[CH2:36][C:35](=O)[CH2:34]1.COC(OC)OC.C(O)(=O)C.C([BH3-])#N.[Na+]. (8) Reactant: [CH3:1][O:2][C:3]1[CH:4]=[C:5]([CH:11]=[CH:12][CH:13]=1)[CH:6]=[CH:7]C(O)=O.C([N:16]([CH2:19]C)CC)C.[Cl:21]C(OCC)=O.[N-]=[N+]=[N-].[Na+]. Product: [Cl:21][C:19]1[C:11]2[C:5](=[CH:4][C:3]([O:2][CH3:1])=[CH:13][CH:12]=2)[CH:6]=[CH:7][N:16]=1. The catalyst class is: 20. (9) Reactant: [CH2:1]([O:8][C:9]([NH:11][C@H:12]([C:16]1[CH:21]=[CH:20][CH:19]=[CH:18][CH:17]=1)[C:13]([OH:15])=O)=[O:10])[C:2]1[CH:7]=[CH:6][CH:5]=[CH:4][CH:3]=1.Cl.[NH2:23][C@H:24]([C:29]([OH:31])=[O:30])C(C)(C)C.N1[C:37]([CH3:38])=[CH:36]C=CC=1C.[CH3:40]N(C(ON1N=NC2C=CC=CC1=2)=[N+](C)C)C.[B-](F)(F)(F)F. Product: [CH2:1]([O:8][C:9]([NH:11][C@@H:12]([C:13](=[O:15])[NH:23][CH2:24][C:29]([O:31][C:37]([CH3:36])([CH3:38])[CH3:40])=[O:30])[C:16]1[CH:21]=[CH:20][CH:19]=[CH:18][CH:17]=1)=[O:10])[C:2]1[CH:3]=[CH:4][CH:5]=[CH:6][CH:7]=1. The catalyst class is: 2. (10) Reactant: [Cl:1][C:2]1[C:3]([C:26]([N:28]2[CH2:33][CH2:32][O:31][CH2:30][CH2:29]2)=[O:27])=[CH:4][C:5]([O:18][CH2:19][C:20]2[CH:25]=[CH:24][CH:23]=[CH:22][CH:21]=2)=[C:6]([CH:17]=1)[C:7]([O:9]CC1C=CC=CC=1)=[O:8].[Li+].[OH-].O.Cl. Product: [Cl:1][C:2]1[C:3]([C:26]([N:28]2[CH2:33][CH2:32][O:31][CH2:30][CH2:29]2)=[O:27])=[CH:4][C:5]([O:18][CH2:19][C:20]2[CH:25]=[CH:24][CH:23]=[CH:22][CH:21]=2)=[C:6]([CH:17]=1)[C:7]([OH:9])=[O:8]. The catalyst class is: 7.